This data is from Experimentally validated miRNA-target interactions with 360,000+ pairs, plus equal number of negative samples. The task is: Binary Classification. Given a miRNA mature sequence and a target amino acid sequence, predict their likelihood of interaction. (1) The miRNA is hsa-miR-1299 with sequence UUCUGGAAUUCUGUGUGAGGGA. The protein sequence of the target gene is MQAKKRYFILLSAGSCLALLFYFGGVQFRASRSHSRREEHSGRNGLHQPSPDHFWPRFPDALRPFFPWDQLENEDSSVHISPRQKRDANSSIYKGKKCRMESCFDFTLCKKNGFKVYVYPQQKGEKIAESYQNILAAIEGSRFYTSDPSQACLFVLSLDTLDRDQLSPQYVHNLRSKVQSLHLWNNGRNHLIFNLYSGTWPDYTEDVGFDIGQAMLAKASISTENFRPNFDVSIPLFSKDHPRTGGERGFLKFNTIPPLRKYMLVFKGKRYLTGIGSDTRNALYHVHNGEDVLLLTTCKH.... Result: 0 (no interaction). (2) The miRNA is cel-miR-34-5p with sequence AGGCAGUGUGGUUAGCUGGUUG. The protein sequence of the target gene is MEASSEPPLDAKSDVTNQLVDFQWKLGMAVSSDTCRSLKYPYVAVMLKVADHSGQVKTKCFEMTIPQFQNFYRQFKEIAAVIETV. Result: 0 (no interaction).